Predict the product of the given reaction. From a dataset of Forward reaction prediction with 1.9M reactions from USPTO patents (1976-2016). (1) Given the reactants [Br:1][C:2]1[C:3]([C:8]([C:10]2[CH:15]=[CH:14][C:13]([O:16][C:17]([F:20])([F:19])[F:18])=[C:12]([F:21])[CH:11]=2)=O)=[N:4][CH:5]=[CH:6][CH:7]=1.[CH3:22][C:23]([S@:26]([NH2:28])=[O:27])([CH3:25])[CH3:24], predict the reaction product. The product is: [Br:1][C:2]1[C:3](/[C:8](/[C:10]2[CH:15]=[CH:14][C:13]([O:16][C:17]([F:20])([F:19])[F:18])=[C:12]([F:21])[CH:11]=2)=[N:28]/[S@@:26]([C:23]([CH3:25])([CH3:24])[CH3:22])=[O:27])=[N:4][CH:5]=[CH:6][CH:7]=1. (2) Given the reactants ClC1C=CC=C(C(OO)=[O:9])C=1.[CH3:12][O:13][CH2:14][O:15][CH2:16][C:17]([CH2:19][CH3:20])=[CH2:18], predict the reaction product. The product is: [CH2:19]([C:17]1([CH2:16][O:15][CH2:14][O:13][CH3:12])[CH2:18][O:9]1)[CH3:20]. (3) Given the reactants C([O-])([O-])=O.[K+].[K+].[CH:7](Br)([CH3:9])[CH3:8].[OH:11][C:12]1[C:19]([O:20][CH3:21])=[CH:18][CH:17]=[CH:16][C:13]=1[CH:14]=[O:15].[NH4+].[Cl-], predict the reaction product. The product is: [CH:7]([O:11][C:12]1[C:19]([O:20][CH3:21])=[CH:18][CH:17]=[CH:16][C:13]=1[CH:14]=[O:15])([CH3:9])[CH3:8]. (4) Given the reactants C([O:3][C:4]([C:6]1[S:7][CH:8]=[C:9]([C:11]2[CH:16]=[CH:15][C:14]([Cl:17])=[CH:13][CH:12]=2)[N:10]=1)=[O:5])C.[OH-].[Na+], predict the reaction product. The product is: [ClH:17].[Cl:17][C:14]1[CH:13]=[CH:12][C:11]([C:9]2[N:10]=[C:6]([C:4]([OH:5])=[O:3])[S:7][CH:8]=2)=[CH:16][CH:15]=1. (5) Given the reactants C(OC([N:8]1[CH2:13][CH2:12][N:11]([C:14]([C:16]2[C:20]3[CH:21]=[N:22][C:23]([O:25][CH3:26])=[CH:24][C:19]=3[N:18]([C:27]3[CH:32]=[CH:31][CH:30]=[CH:29][CH:28]=3)[C:17]=2[O:33][C:34]2[CH:39]=[C:38]([F:40])[CH:37]=[CH:36][C:35]=2[CH3:41])=[O:15])[CH2:10][CH2:9]1)=O)(C)(C)C.Cl.Cl.Cl.FC1C=CC(C)=C(C=1)OC1N(C2C=CC=CC=2)C2C=C(OC)N=CC=2C=1C(N1CCNCC1)=O, predict the reaction product. The product is: [F:40][C:38]1[CH:37]=[CH:36][C:35]([CH3:41])=[C:34]([CH:39]=1)[O:33][C:17]1[N:18]([C:27]2[CH:28]=[CH:29][CH:30]=[CH:31][CH:32]=2)[C:19]2[CH:24]=[C:23]([O:25][CH3:26])[N:22]=[CH:21][C:20]=2[C:16]=1[C:14]([N:11]1[CH2:10][CH2:9][NH:8][CH2:13][CH2:12]1)=[O:15]. (6) Given the reactants OC(C)CC(OCC)=O.[N:10]([CH2:13][CH:14]([OH:21])[CH2:15][C:16]([O:18][CH2:19][CH3:20])=[O:17])=[N+:11]=[N-:12], predict the reaction product. The product is: [N:10]([CH2:13][C@@H:14]([OH:21])[CH2:15][C:16]([O:18][CH2:19][CH3:20])=[O:17])=[N+:11]=[N-:12]. (7) Given the reactants [Cl:1][C:2]1[CH:33]=[CH:32][C:5]2[NH:6][C:7]([CH2:9][O:10][C:11]3[C:16]([O:17][CH3:18])=[CH:15][C:14]([CH:19]([C:21]4[C:29]5[C:24](=[N:25][CH:26]=[C:27]([CH3:30])[CH:28]=5)[NH:23][CH:22]=4)O)=[C:13]([F:31])[CH:12]=3)=[N:8][C:4]=2[CH:3]=1.ClC1C=CC2NC(COC3C=C(F)C(C(OC)C4C5C(=NC=C(C)C=5)NC=4)=CC=3OC)=NC=2C=1.C([SiH](CC)CC)C.FC(F)(F)C(O)=O, predict the reaction product. The product is: [Cl:1][C:2]1[CH:33]=[CH:32][C:5]2[NH:6][C:7]([CH2:9][O:10][C:11]3[CH:12]=[C:13]([F:31])[C:14]([CH2:19][C:21]4[C:29]5[C:24](=[N:25][CH:26]=[C:27]([CH3:30])[CH:28]=5)[NH:23][CH:22]=4)=[CH:15][C:16]=3[O:17][CH3:18])=[N:8][C:4]=2[CH:3]=1. (8) Given the reactants [CH3:1][C:2]1[CH:11]=[CH:10][C:5]([C:6]([NH:8][NH2:9])=[O:7])=[CH:4][C:3]=1[C:12]1[CH:20]=[C:19]2[C:15]([C:16]3([CH2:25][CH2:24][CH2:23][CH2:22]3)[C:17](=[O:21])[NH:18]2)=[CH:14][CH:13]=1.[CH3:26][C:27](C)(C)C([O-])([O-])[O-].O, predict the reaction product. The product is: [CH3:1][C:2]1[CH:11]=[CH:10][C:5]([C:6]2[O:7][C:26]([CH3:27])=[N:9][N:8]=2)=[CH:4][C:3]=1[C:12]1[CH:20]=[C:19]2[C:15]([C:16]3([CH2:25][CH2:24][CH2:23][CH2:22]3)[C:17](=[O:21])[NH:18]2)=[CH:14][CH:13]=1. (9) Given the reactants [C:1](Cl)(=[O:6])[C:2]([CH3:5])([CH3:4])[CH3:3].[NH2:8][C:9]1[N:18]=[C:17]([C:19]([N:21]2[CH2:29][C:28]3[C:23](=[CH:24][CH:25]=[CH:26][CH:27]=3)[CH2:22]2)=[O:20])[C:16]2[C:11](=[CH:12][CH:13]=[C:14]([C:30]3[CH:35]=[C:34]([F:36])[C:33]([F:37])=[CH:32][C:31]=3[CH2:38][OH:39])[CH:15]=2)[N:10]=1.C(OCC)(=O)C.O, predict the reaction product. The product is: [CH3:3][C:2]([CH3:5])([CH3:4])[C:1]([O:39][CH2:38][C:31]1[CH:32]=[C:33]([F:37])[C:34]([F:36])=[CH:35][C:30]=1[C:14]1[CH:15]=[C:16]2[C:11](=[CH:12][CH:13]=1)[N:10]=[C:9]([NH2:8])[N:18]=[C:17]2[C:19]([N:21]1[CH2:22][C:23]2[C:28](=[CH:27][CH:26]=[CH:25][CH:24]=2)[CH2:29]1)=[O:20])=[O:6]. (10) Given the reactants [CH3:1][N:2]1[CH2:7][CH2:6][NH:5][C@@H:4]([CH2:8][OH:9])[CH2:3]1.[Cl:10][C:11]1[CH:12]=[C:13]([NH:25][C:26]2[C:35]3[C:30](=[CH:31][CH:32]=[CH:33][C:34]=3F)[N:29]=[CH:28][N:27]=2)[CH:14]=[CH:15][C:16]=1[O:17][CH2:18][C:19]1[CH:24]=[CH:23][CH:22]=[CH:21][N:20]=1, predict the reaction product. The product is: [Cl:10][C:11]1[CH:12]=[C:13]([NH:25][C:26]2[C:35]3[C:30](=[CH:31][CH:32]=[CH:33][C:34]=3[O:9][CH2:8][C@H:4]3[CH2:3][N:2]([CH3:1])[CH2:7][CH2:6][NH:5]3)[N:29]=[CH:28][N:27]=2)[CH:14]=[CH:15][C:16]=1[O:17][CH2:18][C:19]1[CH:24]=[CH:23][CH:22]=[CH:21][N:20]=1.